Dataset: Forward reaction prediction with 1.9M reactions from USPTO patents (1976-2016). Task: Predict the product of the given reaction. Given the reactants [C:1]([O:5][C:6]([N:8]1[CH2:13][CH2:12][CH:11]([OH:14])[CH2:10][CH2:9]1)=[O:7])([CH3:4])([CH3:3])[CH3:2].C(Cl)([Cl:17])=O.C1(C)C=CC=CC=1, predict the reaction product. The product is: [Cl:17][C:6]([OH:5])=[O:7].[C:1]([O:5][C:6]([N:8]1[CH2:13][CH2:12][CH:11]([OH:14])[CH2:10][CH2:9]1)=[O:7])([CH3:4])([CH3:2])[CH3:3].